This data is from Full USPTO retrosynthesis dataset with 1.9M reactions from patents (1976-2016). The task is: Predict the reactants needed to synthesize the given product. (1) Given the product [CH2:23]([C:19]1[CH:20]=[C:21]([CH3:22])[C:16]([N:13]2[CH2:14][CH2:15][N:10]([C:8]([C:5]3[CH:6]=[CH:7][C:2]([N:31]4[C@H:30]([CH2:32][OH:33])[CH2:29][O:28][C:27]4=[O:26])=[CH:3][C:4]=3[CH3:25])=[O:9])[CH2:11][CH2:12]2)=[N:17][CH:18]=1)[CH3:24], predict the reactants needed to synthesize it. The reactants are: Br[C:2]1[CH:7]=[CH:6][C:5]([C:8]([N:10]2[CH2:15][CH2:14][N:13]([C:16]3[C:21]([CH3:22])=[CH:20][C:19]([CH2:23][CH3:24])=[CH:18][N:17]=3)[CH2:12][CH2:11]2)=[O:9])=[C:4]([CH3:25])[CH:3]=1.[O:26]=[C:27]1[NH:31][C@H:30]([CH2:32][O:33]C(=O)C2C=CC=CC=2)[CH2:29][O:28]1. (2) Given the product [CH3:1][O:2][C:3]1[CH:8]=[C:7]([C:9]([N:11]2[CH2:12][CH:13]([O:15][CH3:16])[CH2:14]2)=[O:10])[CH:6]=[CH:5][C:4]=1[NH:17][C:18]1[N:19]=[CH:20][C:21]2[C:26]([CH:27]=1)=[C:25]([C:28]1[CH:29]=[N:30][N:31]([CH:33]3[CH2:34][CH2:35][NH:36][CH2:37][CH2:38]3)[CH:32]=1)[CH:24]=[CH:23][CH:22]=2, predict the reactants needed to synthesize it. The reactants are: [CH3:1][O:2][C:3]1[CH:8]=[C:7]([C:9]([N:11]2[CH2:14][CH:13]([O:15][CH3:16])[CH2:12]2)=[O:10])[CH:6]=[CH:5][C:4]=1[NH:17][C:18]1[N:19]=[CH:20][C:21]2[C:26]([CH:27]=1)=[C:25]([C:28]1[CH:29]=[N:30][N:31]([CH:33]3[CH2:38][CH2:37][N:36](C(OC(C)(C)C)=O)[CH2:35][CH2:34]3)[CH:32]=1)[CH:24]=[CH:23][CH:22]=2.C(O)(C(F)(F)F)=O. (3) Given the product [C:1]([O:9][C@H:10]1[CH2:30][CH2:29][C@@:28]2([CH3:31])[CH:12]([CH2:13][CH2:14][C:15]3[C:16]4[C@:24]([CH3:32])([CH2:25][CH2:26][C:27]=32)[C@@H:19]([C@H:20]([CH3:23])[CH:21]=[O:22])[CH2:18][CH:17]=4)[C:11]1([CH3:33])[CH3:34])(=[O:8])[C:2]1[CH:7]=[CH:6][CH:5]=[CH:4][CH:3]=1, predict the reactants needed to synthesize it. The reactants are: [C:1]([O:9][C@H:10]1[CH2:30][CH2:29][C@@:28]2([CH3:31])[CH:12]([CH2:13][CH2:14][C:15]3[C:16]4[C@:24]([CH3:32])([CH2:25][CH2:26][C:27]=32)[C@@H:19]([C@H:20]([CH3:23])[CH2:21][OH:22])[CH2:18][CH:17]=4)[C:11]1([CH3:34])[CH3:33])(=[O:8])[C:2]1[CH:7]=[CH:6][CH:5]=[CH:4][CH:3]=1.C([O-])(=O)CC(CC([O-])=O)(C([O-])=O)O. (4) Given the product [C:23]([O:26][C:27]([NH:13][CH2:12][C:9]1[CH:8]=[CH:7][C:6]([CH2:5][C:4]([O:3][CH3:2])=[O:14])=[N:11][CH:10]=1)=[O:28])([CH3:25])([CH3:24])[CH3:22], predict the reactants needed to synthesize it. The reactants are: [Cl-].[CH3:2][O:3][C:4](=[O:14])[CH2:5][C:6]1[N:11]=[CH:10][C:9]([CH2:12][NH3+:13])=[CH:8][CH:7]=1.C(N(CC)CC)C.[CH3:22][C:23]([O:26][C:27](O[C:27]([O:26][C:23]([CH3:25])([CH3:24])[CH3:22])=[O:28])=[O:28])([CH3:25])[CH3:24]. (5) Given the product [CH3:1][O:2][C:3]1[CH:4]=[C:5]([CH:12]2[CH2:13][CH2:14][N:15]([CH2:18][CH:19]([CH3:20])[CH3:21])[CH2:16][CH2:17]2)[CH:6]=[CH:7][C:8]=1[NH2:9], predict the reactants needed to synthesize it. The reactants are: [CH3:1][O:2][C:3]1[CH:4]=[C:5]([C:12]2[CH2:13][CH2:14][N:15]([CH2:18][CH:19]([CH3:21])[CH3:20])[CH2:16][CH:17]=2)[CH:6]=[CH:7][C:8]=1[N+:9]([O-])=O. (6) Given the product [F:1][C:2]([F:30])([C:10]1[CH:15]=[CH:14][C:13]([N:16]2[CH:20]=[N:19][C:18]([C:21]3[CH:29]=[CH:28][C:24]([C:25]([N:45]=[N+:46]=[N-:47])=[O:27])=[CH:23][CH:22]=3)=[N:17]2)=[CH:12][CH:11]=1)[C:3]([F:9])([F:8])[C:4]([F:6])([F:5])[F:7], predict the reactants needed to synthesize it. The reactants are: [F:1][C:2]([F:30])([C:10]1[CH:15]=[CH:14][C:13]([N:16]2[CH:20]=[N:19][C:18]([C:21]3[CH:29]=[CH:28][C:24]([C:25]([OH:27])=O)=[CH:23][CH:22]=3)=[N:17]2)=[CH:12][CH:11]=1)[C:3]([F:9])([F:8])[C:4]([F:7])([F:6])[F:5].C1(P([N:45]=[N+:46]=[N-:47])(C2C=CC=CC=2)=O)C=CC=CC=1.C(N(CC)CC)C. (7) Given the product [CH3:1][NH:2][CH2:12][CH2:13][N:14]1[C:23]2[C:18](=[CH:19][CH:20]=[C:21]([NH:24][C:25]([C:27]3[S:28][CH:29]=[CH:30][CH:31]=3)=[NH:26])[CH:22]=2)[CH2:17][CH2:16][CH2:15]1, predict the reactants needed to synthesize it. The reactants are: [CH3:1][N:2]([CH2:12][CH2:13][N:14]1[C:23]2[C:18](=[CH:19][CH:20]=[C:21]([NH:24][C:25]([C:27]3[S:28][CH:29]=[CH:30][CH:31]=3)=[NH:26])[CH:22]=2)[CH2:17][CH2:16][CH2:15]1)C(=O)OC1C=CC=CC=1.O.[OH-].[Na+]. (8) Given the product [Br:1][C:2]1[CH:10]=[C:9]2[C:5]([C:6]([CH3:11])=[N:7][N:8]2[C:15]2[CH:20]=[CH:19][N:18]=[C:17]([NH2:21])[N:16]=2)=[CH:4][CH:3]=1, predict the reactants needed to synthesize it. The reactants are: [Br:1][C:2]1[CH:10]=[C:9]2[C:5]([C:6]([CH3:11])=[N:7][NH:8]2)=[CH:4][CH:3]=1.[H-].[Na+].Cl[C:15]1[CH:20]=[CH:19][N:18]=[C:17]([NH2:21])[N:16]=1.